This data is from Peptide-MHC class I binding affinity with 185,985 pairs from IEDB/IMGT. The task is: Regression. Given a peptide amino acid sequence and an MHC pseudo amino acid sequence, predict their binding affinity value. This is MHC class I binding data. (1) The peptide sequence is RLFYTFFSY. The binding affinity (normalized) is 0.242. The MHC is HLA-B53:01 with pseudo-sequence HLA-B53:01. (2) The peptide sequence is ETESVNSNY. The MHC is HLA-A69:01 with pseudo-sequence HLA-A69:01. The binding affinity (normalized) is 0.0847. (3) The peptide sequence is ASYQFQLPY. The MHC is HLA-B15:01 with pseudo-sequence HLA-B15:01. The binding affinity (normalized) is 0.620. (4) The peptide sequence is DLADQLIHL. The MHC is HLA-A02:01 with pseudo-sequence HLA-A02:01. The binding affinity (normalized) is 0.521. (5) The peptide sequence is LNWFEIWIV. The MHC is HLA-B46:01 with pseudo-sequence HLA-B46:01. The binding affinity (normalized) is 0.0847. (6) The MHC is HLA-A80:01 with pseudo-sequence HLA-A80:01. The peptide sequence is NYNGLLSSI. The binding affinity (normalized) is 0.0847. (7) The peptide sequence is PELGAFFAI. The MHC is HLA-A02:11 with pseudo-sequence HLA-A02:11. The binding affinity (normalized) is 0.0847.